Predict the product of the given reaction. From a dataset of Forward reaction prediction with 1.9M reactions from USPTO patents (1976-2016). (1) Given the reactants [C:1]([C:4]1[CH:5]=[C:6](B(O)O)[CH:7]=[CH:8][CH:9]=1)([OH:3])=[O:2].Br[C:14]1[CH:19]=[CH:18][CH:17]=[CH:16][C:15]=1[NH:20][C:21]([NH2:23])=[O:22].C(=O)([O-])[O-].[Na+].[Na+].C1(C)C=CC=CC=1, predict the reaction product. The product is: [NH:20]([C:15]1[CH:16]=[CH:17][CH:18]=[CH:19][C:14]=1[C:6]1[CH:7]=[CH:8][CH:9]=[C:4]([C:1]([OH:3])=[O:2])[CH:5]=1)[C:21]([NH2:23])=[O:22]. (2) Given the reactants Cl[C:2]1[CH:7]=C(Cl)N=CN=1.Br[C:10]1[N:15]=[C:14]([NH2:16])[CH:13]=[C:12](C)[CH:11]=1.CC1(C)[C:45]2[C:40](=C(P(C3C=CC=CC=3)C3C=CC=CC=3)C=CC=2)[O:39][C:21]2C(P(C3C=CC=CC=3)C3C=CC=CC=3)=CC=CC1=2.C(=O)([O-])[O-:61].[K+].[K+], predict the reaction product. The product is: [NH2:16][C:14]1[CH:13]=[CH:12][C:11]([C:10]([NH:15][CH2:45][CH2:40][O:39][CH3:21])=[O:61])=[CH:2][CH:7]=1. (3) Given the reactants [Cl:1][C:2]1[CH:3]=[CH:4][C:5]2[N:11]([CH2:12][C:13]([CH3:20])([CH3:19])[CH2:14][O:15]C(=O)C)[C:10](=[O:21])[C@@H:9]([CH2:22][C:23]([NH:25][C:26]3[CH:27]=[C:28]([CH2:32][CH2:33][CH2:34][C:35]([O:37]CC)=[O:36])[CH:29]=[CH:30][CH:31]=3)=[O:24])[O:8][C@H:7]([C:40]3[CH:45]=[CH:44][CH:43]=[C:42]([O:46][CH3:47])[C:41]=3[O:48][CH3:49])[C:6]=2[CH:50]=1.[OH-].[Na+].C(O)C, predict the reaction product. The product is: [Cl:1][C:2]1[CH:3]=[CH:4][C:5]2[N:11]([CH2:12][C:13]([CH3:19])([CH3:20])[CH2:14][OH:15])[C:10](=[O:21])[C@@H:9]([CH2:22][C:23]([NH:25][C:26]3[CH:27]=[C:28]([CH2:32][CH2:33][CH2:34][C:35]([OH:37])=[O:36])[CH:29]=[CH:30][CH:31]=3)=[O:24])[O:8][C@H:7]([C:40]3[CH:45]=[CH:44][CH:43]=[C:42]([O:46][CH3:47])[C:41]=3[O:48][CH3:49])[C:6]=2[CH:50]=1. (4) Given the reactants [CH3:1][C:2]([CH3:22])=[CH:3][CH2:4][CH2:5]/[C:6](/[CH3:21])=[CH:7]/[CH2:8][CH2:9]/[C:10](/[CH3:20])=[CH:11]/[CH2:12][S:13][CH2:14][C@H:15]([NH2:19])[C:16]([OH:18])=[O:17].C([O-])([O-])=O.[K+].[K+].[C:29]1(=[O:35])[O:34][C:32](=[O:33])[CH2:31][CH2:30]1.Cl, predict the reaction product. The product is: [C:16]([C@@H:15]([NH:19][C:29](=[O:35])[CH2:30][CH2:31][C:32]([OH:34])=[O:33])[CH2:14][S:13][CH2:12]/[CH:11]=[C:10](\[CH3:20])/[CH2:9][CH2:8]/[CH:7]=[C:6](\[CH3:21])/[CH2:5][CH2:4][CH:3]=[C:2]([CH3:22])[CH3:1])([OH:18])=[O:17].